This data is from Forward reaction prediction with 1.9M reactions from USPTO patents (1976-2016). The task is: Predict the product of the given reaction. (1) Given the reactants [H-].[Na+].[C:3]1([S:9]([N:12]2[CH2:16][CH2:15][CH:14]([NH:17][C:18](=[O:24])[O:19][C:20]([CH3:23])([CH3:22])[CH3:21])[CH2:13]2)(=[O:11])=[O:10])[CH:8]=[CH:7][CH:6]=[CH:5][CH:4]=1.[CH3:25]I.O, predict the reaction product. The product is: [CH3:25][N:17]([CH:14]1[CH2:15][CH2:16][N:12]([S:9]([C:3]2[CH:4]=[CH:5][CH:6]=[CH:7][CH:8]=2)(=[O:10])=[O:11])[CH2:13]1)[C:18](=[O:24])[O:19][C:20]([CH3:21])([CH3:23])[CH3:22]. (2) The product is: [C:6]([C:5]1[CH:8]=[CH:9][C:2]([NH:1][S:18]([CH3:17])(=[O:20])=[O:19])=[C:3]([CH3:10])[CH:4]=1)#[N:7]. Given the reactants [NH2:1][C:2]1[CH:9]=[CH:8][C:5]([C:6]#[N:7])=[CH:4][C:3]=1[CH3:10].N1C=CC=CC=1.[CH3:17][S:18](Cl)(=[O:20])=[O:19].[OH-].[Na+].Cl, predict the reaction product. (3) Given the reactants Cl[C:2]1[N:3]=[C:4]([N:16]2[CH2:21][CH2:20][O:19][CH2:18][CH2:17]2)[C:5]2[CH:10]=[CH:9][N:8]([CH2:11][CH2:12][N:13]([CH3:15])[CH3:14])[C:6]=2[N:7]=1.[NH2:22][C:23]1[CH:28]=[CH:27][C:26](B2OC(C)(C)C(C)(C)O2)=[CH:25][CH:24]=1, predict the reaction product. The product is: [CH3:14][N:13]([CH3:15])[CH2:12][CH2:11][N:8]1[C:6]2[N:7]=[C:2]([C:26]3[CH:27]=[CH:28][C:23]([NH2:22])=[CH:24][CH:25]=3)[N:3]=[C:4]([N:16]3[CH2:21][CH2:20][O:19][CH2:18][CH2:17]3)[C:5]=2[CH:10]=[CH:9]1. (4) Given the reactants C[O:2][C:3]([CH:5]1[CH2:10][CH2:9][N:8]([C:11]2[C:20]3[C:15](=[CH:16][N:17]=[CH:18][CH:19]=3)[CH:14]=[C:13]([C:21]3[CH:26]=[CH:25][N:24]=[C:23]([Cl:27])[CH:22]=3)[N:12]=2)[CH2:7][CH2:6]1)=[O:4].O[Li].O.Cl, predict the reaction product. The product is: [Cl:27][C:23]1[CH:22]=[C:21]([C:13]2[N:12]=[C:11]([N:8]3[CH2:7][CH2:6][CH:5]([C:3]([OH:4])=[O:2])[CH2:10][CH2:9]3)[C:20]3[C:15]([CH:14]=2)=[CH:16][N:17]=[CH:18][CH:19]=3)[CH:26]=[CH:25][N:24]=1. (5) Given the reactants Br[C:2]1[C:7]2[O:8][C:9]3[CH:14]=[CH:13][CH:12]=[CH:11][C:10]=3[C:6]=2[CH:5]=[CH:4][CH:3]=1.[NH2:15][C:16]1[CH:21]=[CH:20][CH:19]=[CH:18][CH:17]=1.CC(C)([O-])C.[Na+], predict the reaction product. The product is: [C:16]1([NH:15][C:12]2[CH:13]=[CH:14][C:9]3[O:8][C:7]4[CH:2]=[CH:3][CH:4]=[CH:5][C:6]=4[C:10]=3[CH:11]=2)[CH:21]=[CH:20][CH:19]=[CH:18][CH:17]=1.